Dataset: Full USPTO retrosynthesis dataset with 1.9M reactions from patents (1976-2016). Task: Predict the reactants needed to synthesize the given product. (1) Given the product [C:12]([O:1][CH2:2][C:3](=[O:5])[CH3:4])(=[O:15])[CH2:13][CH3:14], predict the reactants needed to synthesize it. The reactants are: [OH:1][CH2:2][C:3](=[O:5])[CH3:4].N1C=CC=CC=1.[C:12](Cl)(=[O:15])[CH2:13][CH3:14].O. (2) Given the product [CH3:1][N:2]([CH3:3])[C:12](=[O:13])[CH2:11][C:9]1[CH:10]=[C:5]([CH3:4])[CH:6]=[CH:7][C:8]=1[I:15], predict the reactants needed to synthesize it. The reactants are: [CH3:1][NH:2][CH3:3].[CH3:4][C:5]1[CH:6]=[CH:7][C:8]([I:15])=[C:9]([CH2:11][C:12](Cl)=[O:13])[CH:10]=1.CCOC(C)=O. (3) The reactants are: [Cl:1][C:2]1[CH:3]=[CH:4][C:5]([O:11][CH3:12])=[C:6]([B:8]([OH:10])[OH:9])[CH:7]=1.[NH:13]([CH2:17][CH2:18]O)[CH2:14][CH2:15]O. Given the product [Cl:1][C:2]1[CH:3]=[CH:4][C:5]([O:11][CH3:12])=[C:6]([B:8]2[O:9][CH2:18][CH2:17][NH:13][CH2:14][CH2:15][O:10]2)[CH:7]=1, predict the reactants needed to synthesize it. (4) The reactants are: Cl[C:2]1[C:6]2[CH:7]=[CH:8][C:9]([Cl:11])=[CH:10][C:5]=2[O:4][N:3]=1.[NH:12]1[CH2:17][CH2:16][NH:15][CH2:14][CH2:13]1.[OH-].[Na+]. Given the product [Cl:11][C:9]1[CH:8]=[CH:7][C:6]2[C:2]([N:12]3[CH2:17][CH2:16][NH:15][CH2:14][CH2:13]3)=[N:3][O:4][C:5]=2[CH:10]=1, predict the reactants needed to synthesize it. (5) Given the product [C:9]1([C:3]2[N:4]=[C:5]([NH2:8])[N:6]=[N:7][C:2]=2[O:23][C:19]2[CH:20]=[CH:21][CH:22]=[C:17]([C:16]([F:15])([F:24])[F:25])[CH:18]=2)[CH:14]=[CH:13][CH:12]=[CH:11][CH:10]=1, predict the reactants needed to synthesize it. The reactants are: Br[C:2]1[N:7]=[N:6][C:5]([NH2:8])=[N:4][C:3]=1[C:9]1[CH:14]=[CH:13][CH:12]=[CH:11][CH:10]=1.[F:15][C:16]([F:25])([F:24])[C:17]1[CH:18]=[C:19]([OH:23])[CH:20]=[CH:21][CH:22]=1. (6) Given the product [CH3:36][N:35]([CH3:37])[C:34]([C:11]1[CH:10]=[C:9]([OH:8])[CH:14]=[CH:13][C:12]=1[NH:15][C:16]([C:18]1[C:19]([C:24]2[CH:25]=[CH:26][C:27]([C:30]([F:31])([F:32])[F:33])=[CH:28][CH:29]=2)=[CH:20][CH:21]=[CH:22][CH:23]=1)=[O:17])=[O:38], predict the reactants needed to synthesize it. The reactants are: C([O:8][C:9]1[CH:14]=[CH:13][C:12]([NH:15][C:16]([C:18]2[C:19]([C:24]3[CH:29]=[CH:28][C:27]([C:30]([F:33])([F:32])[F:31])=[CH:26][CH:25]=3)=[CH:20][CH:21]=[CH:22][CH:23]=2)=[O:17])=[C:11]([C:34](=[O:38])[N:35]([CH3:37])[CH3:36])[CH:10]=1)C1C=CC=CC=1.